From a dataset of Full USPTO retrosynthesis dataset with 1.9M reactions from patents (1976-2016). Predict the reactants needed to synthesize the given product. Given the product [F:1][C:2]1[CH:3]=[C:4]2[C:8](=[CH:9][CH:10]=1)[NH:7][C:6](=[O:11])[C:5]2=[C:12]1[C:21]2[C:16](=[CH:17][CH:18]=[CH:19][CH:20]=2)[CH2:15][O:14]1, predict the reactants needed to synthesize it. The reactants are: [F:1][C:2]1[CH:3]=[C:4]2[C:8](=[CH:9][CH:10]=1)[NH:7][C:6](=[O:11])[CH2:5]2.[C:12]1([C:21]2[C:16](=[CH:17][CH:18]=[CH:19][CH:20]=2)[CH2:15][O:14]1)=O.C[Si](C)(C)N[Si](C)(C)C.[Na].